From a dataset of Forward reaction prediction with 1.9M reactions from USPTO patents (1976-2016). Predict the product of the given reaction. Given the reactants [Br:1][C:2]1[CH:7]=[CH:6][CH:5]=[C:4](F)[N:3]=1.[NH2:9][NH2:10], predict the reaction product. The product is: [Br:1][C:2]1[CH:7]=[CH:6][CH:5]=[C:4]([NH:9][NH2:10])[N:3]=1.